This data is from Reaction yield outcomes from USPTO patents with 853,638 reactions. The task is: Predict the reaction yield, written as a fraction of the theoretical maximum amount of product (1.0 means a 100% yield; for example, 0.34 means a 34% yield). (1) The reactants are [F:1][C:2]1[CH:3]=[C:4]([N:8]2[C:16]3[C:11](=[CH:12][CH:13]=[CH:14][CH:15]=3)[C:10]([CH3:17])=[C:9]2[C:18](N(OC)C)=[O:19])[CH:5]=[CH:6][CH:7]=1.[CH3:24][Mg]Br.CCOCC. The catalyst is O1CCCC1. The product is [F:1][C:2]1[CH:3]=[C:4]([N:8]2[C:16]3[C:11](=[CH:12][CH:13]=[CH:14][CH:15]=3)[C:10]([CH3:17])=[C:9]2[C:18](=[O:19])[CH3:24])[CH:5]=[CH:6][CH:7]=1. The yield is 0.710. (2) The reactants are [F:1][C:2]([F:19])([F:18])[C:3](=O)[CH2:4][C:5]([C:7]1[CH:12]=[CH:11][C:10]([C:13]([F:16])([F:15])[F:14])=[CH:9][CH:8]=1)=O.[CH2:20]([O:22][C:23]([C:25]1[N:26]=[CH:27][NH:28][C:29]=1[NH2:30])=[O:24])[CH3:21]. The catalyst is C(O)(=O)C. The product is [CH2:20]([O:22][C:23]([C:25]1[N:26]=[CH:27][N:28]2[C:3]([C:2]([F:19])([F:18])[F:1])=[CH:4][C:5]([C:7]3[CH:12]=[CH:11][C:10]([C:13]([F:16])([F:15])[F:14])=[CH:9][CH:8]=3)=[N:30][C:29]=12)=[O:24])[CH3:21]. The yield is 0.430. (3) The reactants are [CH2:1]([N:8]1[CH2:24][CH2:23][C:12]2=[C:13]([CH2:20][CH2:21][OH:22])[C:14]3[CH:15]=[CH:16][CH:17]=[CH:18][C:19]=3[N:11]2[CH2:10][CH2:9]1)[C:2]1[CH:7]=[CH:6][CH:5]=[CH:4][CH:3]=1.[C:25]1(O)[CH:30]=[CH:29][CH:28]=[CH:27][CH:26]=1.C1(P(C2C=CC=CC=2)C2C=CC=CC=2)C=CC=CC=1.CCOC(/N=N/C(OCC)=O)=O. The catalyst is C1COCC1. The product is [CH2:1]([N:8]1[CH2:24][CH2:23][C:12]2=[C:13]([CH2:20][CH2:21][O:22][C:25]3[CH:30]=[CH:29][CH:28]=[CH:27][CH:26]=3)[C:14]3[CH:15]=[CH:16][CH:17]=[CH:18][C:19]=3[N:11]2[CH2:10][CH2:9]1)[C:2]1[CH:7]=[CH:6][CH:5]=[CH:4][CH:3]=1. The yield is 0.760. (4) The reactants are [Br:1][C:2]1[CH:7]=[CH:6][C:5](/[CH:8]=[CH:9]/[C:10](OCC)=[O:11])=[CH:4][CH:3]=1.[H-].C([Al+]CC(C)C)C(C)C.[OH-].[Na+]. The catalyst is ClCCl. The product is [Br:1][C:2]1[CH:3]=[CH:4][C:5](/[CH:8]=[CH:9]/[CH2:10][OH:11])=[CH:6][CH:7]=1. The yield is 1.00. (5) The reactants are [OH:1][C:2]1[CH:7]=[CH:6][C:5]([CH2:8][CH2:9][CH2:10][CH:11]2[CH2:15][N:14]([CH2:16][C:17]3[CH:22]=[CH:21][C:20]([CH3:23])=[CH:19][CH:18]=3)[C:13](=[O:24])[N:12]2[CH2:25][CH2:26][CH3:27])=[CH:4][CH:3]=1.Br[C:29]([CH3:36])([CH3:35])[C:30]([O:32][CH2:33][CH3:34])=[O:31].[O-]S([O-])(=O)=O.[Mg+2].C([O-])([O-])=O.[K+].[K+].N#N.Cl. The catalyst is C(O)C.CCOC(C)=O. The product is [CH2:33]([O:32][C:30](=[O:31])[C:29]([CH3:36])([O:1][C:2]1[CH:7]=[CH:6][C:5]([CH2:8][CH2:9][CH2:10][CH:11]2[CH2:15][N:14]([CH2:16][C:17]3[CH:18]=[CH:19][C:20]([CH3:23])=[CH:21][CH:22]=3)[C:13](=[O:24])[N:12]2[CH2:25][CH2:26][CH3:27])=[CH:4][CH:3]=1)[CH3:35])[CH3:34]. The yield is 0.720. (6) The reactants are [Br:1][C:2]1[CH:13]=[CH:12][C:5]([O:6][CH2:7][C:8]([O:10]C)=[O:9])=[C:4]([CH:14]=[C:15]2[S:19][C:18](=[N:20][C:21]3[CH:26]=[CH:25][C:24]([Cl:27])=[CH:23][CH:22]=3)[NH:17][C:16]2=[O:28])[CH:3]=1.[OH-].[K+].O. The catalyst is CO. The product is [Br:1][C:2]1[CH:13]=[CH:12][C:5]([O:6][CH2:7][C:8]([OH:10])=[O:9])=[C:4]([CH:14]=[C:15]2[S:19][C:18](=[N:20][C:21]3[CH:26]=[CH:25][C:24]([Cl:27])=[CH:23][CH:22]=3)[NH:17][C:16]2=[O:28])[CH:3]=1. The yield is 0.930. (7) The reactants are Cl.[NH2:2][C:3]1[CH:10]=[C:9]([CH2:11][N:12]2[CH2:17][CH2:16][CH:15]([CH2:18][C:19]3[NH:23][C:22]4[CH:24]=[C:25]([Cl:28])[CH:26]=[CH:27][C:21]=4[N:20]=3)[CH2:14][C:13]2=[O:29])[CH:8]=[CH:7][C:4]=1[C:5]#[N:6].Cl.Cl[NH:32][CH:33]=O.[N:35]1C=CC=CC=1. No catalyst specified. The product is [Cl:28][C:25]1[CH:26]=[CH:27][C:21]2[N:20]=[C:19]([CH2:18][CH:15]3[CH2:16][CH2:17][N:12]([CH2:11][C:9]4[CH:10]=[C:3]5[C:4]([C:5]([NH2:35])=[N:6][C:33]([NH2:32])=[N:2]5)=[CH:7][CH:8]=4)[C:13](=[O:29])[CH2:14]3)[NH:23][C:22]=2[CH:24]=1. The yield is 0.450. (8) The reactants are [F:1][C:2]1[CH:7]=[CH:6][C:5]([CH:8]2[CH2:13][CH2:12][N:11]([C:14]([C:16]3[CH:17]=[N:18][C:19]([Cl:24])=[C:20]([Cl:23])[C:21]=3Cl)=[O:15])[CH2:10][CH2:9]2)=[CH:4][CH:3]=1.[Cl:25][C:26]1[CH:27]=[C:28]([CH:30]=[CH:31][CH:32]=1)[NH2:29]. No catalyst specified. The product is [Cl:23][C:20]1[C:21]([NH:29][C:28]2[CH:30]=[CH:31][CH:32]=[C:26]([Cl:25])[CH:27]=2)=[C:16]([C:14]([N:11]2[CH2:12][CH2:13][CH:8]([C:5]3[CH:4]=[CH:3][C:2]([F:1])=[CH:7][CH:6]=3)[CH2:9][CH2:10]2)=[O:15])[CH:17]=[N:18][C:19]=1[Cl:24]. The yield is 0.510. (9) The reactants are [C:1]1([O:11][CH2:12][C:13]([O:15]CC)=O)[C:10]2[CH2:9][CH2:8][CH2:7][CH2:6][C:5]=2[CH:4]=[CH:3][CH:2]=1.[NH2:18][CH2:19][CH:20]([OH:32])[CH2:21][N:22]1[CH2:31][CH2:30][C:29]2[C:24](=[CH:25][CH:26]=[CH:27][CH:28]=2)[CH2:23]1. The catalyst is CCO. The product is [CH2:23]1[C:24]2[C:29](=[CH:28][CH:27]=[CH:26][CH:25]=2)[CH2:30][CH2:31][N:22]1[CH2:21][CH:20]([OH:32])[CH2:19][NH:18][C:13](=[O:15])[CH2:12][O:11][C:1]1[C:10]2[CH2:9][CH2:8][CH2:7][CH2:6][C:5]=2[CH:4]=[CH:3][CH:2]=1. The yield is 0.0600.